Dataset: Forward reaction prediction with 1.9M reactions from USPTO patents (1976-2016). Task: Predict the product of the given reaction. The product is: [CH3:13][NH:14][NH:15][C:9]([C:4]1[C:3]([CH3:2])=[CH:8][CH:7]=[CH:6][N:5]=1)=[NH:10]. Given the reactants F[C:2](F)(F)[C:3]1[C:4]([C:9]#[N:10])=[N:5][CH:6]=[CH:7][CH:8]=1.[CH3:13][NH:14][NH2:15], predict the reaction product.